From a dataset of Full USPTO retrosynthesis dataset with 1.9M reactions from patents (1976-2016). Predict the reactants needed to synthesize the given product. (1) The reactants are: [Br:1][C:2]1[N:10]=[CH:9][CH:8]=[CH:7][C:3]=1[C:4]([OH:6])=O.CCN=C=NCCCN(C)C.C1C=C2N=NN(O)C2=CC=1.O.[C:33]([NH2:42])([C:36]1[CH:41]=[CH:40][CH:39]=[CH:38][CH:37]=1)([CH3:35])[CH3:34]. Given the product [Br:1][C:2]1[N:10]=[CH:9][CH:8]=[CH:7][C:3]=1[C:4]([NH:42][C:33]([CH3:35])([C:36]1[CH:41]=[CH:40][CH:39]=[CH:38][CH:37]=1)[CH3:34])=[O:6], predict the reactants needed to synthesize it. (2) The reactants are: [CH3:1][O:2][C:3]1[CH:4]=[C:5]([CH:29]=[C:30]([N+:32]([O-])=O)[CH:31]=1)[O:6][CH2:7][CH2:8][O:9][CH2:10][CH2:11][O:12][CH2:13][CH2:14][O:15][CH2:16][CH2:17][O:18][CH2:19][CH2:20][O:21][CH2:22][CH2:23][O:24][CH2:25][CH2:26][O:27][CH3:28].[H][H]. Given the product [CH3:28][O:27][CH2:26][CH2:25][O:24][CH2:23][CH2:22][O:21][CH2:20][CH2:19][O:18][CH2:17][CH2:16][O:15][CH2:14][CH2:13][O:12][CH2:11][CH2:10][O:9][CH2:8][CH2:7][O:6][C:5]1[CH:29]=[C:30]([CH:31]=[C:3]([O:2][CH3:1])[CH:4]=1)[NH2:32], predict the reactants needed to synthesize it. (3) Given the product [CH:16]1([C:14]2[CH:15]=[C:9]3[N:8]([CH2:19][CH2:20][C:21]4[CH:22]=[CH:23][C:24]([C:27]([F:30])([F:29])[F:28])=[CH:25][CH:26]=4)[CH:7]=[C:6]([C:4]([OH:5])=[O:3])[C:11](=[O:12])[N:10]3[N:13]=2)[CH2:18][CH2:17]1, predict the reactants needed to synthesize it. The reactants are: C([O:3][C:4]([C:6]1[C:11](=[O:12])[N:10]2[N:13]=[C:14]([CH:16]3[CH2:18][CH2:17]3)[CH:15]=[C:9]2[N:8]([CH2:19][CH2:20][C:21]2[CH:26]=[CH:25][C:24]([C:27]([F:30])([F:29])[F:28])=[CH:23][CH:22]=2)[CH:7]=1)=[O:5])C.BrCCC1C=CC(C(F)(F)F)=CC=1. (4) Given the product [Cl:24][C:14]1[CH:15]=[C:16]2[C:11](=[CH:12][CH:13]=1)[N:10]=[C:9]([N:25]([CH2:27][CH2:28][O:29][CH3:30])[CH3:26])[C:8]([C:6]([OH:7])=[O:5])=[C:17]2[C:18]1[CH:23]=[CH:22][CH:21]=[CH:20][CH:19]=1, predict the reactants needed to synthesize it. The reactants are: C([O:5][C:6]([C:8]1[C:9]([N:25]([CH2:27][CH2:28][O:29][CH3:30])[CH3:26])=[N:10][C:11]2[C:16]([C:17]=1[C:18]1[CH:23]=[CH:22][CH:21]=[CH:20][CH:19]=1)=[CH:15][C:14]([Cl:24])=[CH:13][CH:12]=2)=[O:7])(C)(C)C.C(O)(C(F)(F)F)=O. (5) Given the product [CH2:25]([NH:27][C:28](=[O:48])[NH:29][C:30]1[N:35]=[CH:34][C:33]([C:2]2[CH:3]=[C:4]3[C:9](=[CH:10][N:11]=2)[N:8]([CH2:12][C:13]2[CH:14]=[N:15][N:16]([CH3:18])[CH:17]=2)[CH:7]=[C:6]([C:19]([OH:21])=[O:20])[C:5]3=[O:24])=[C:32]([C:39]2[S:40][CH:41]=[C:42]([C:44]([F:47])([F:46])[F:45])[N:43]=2)[CH:31]=1)[CH3:26], predict the reactants needed to synthesize it. The reactants are: Br[C:2]1[CH:3]=[C:4]2[C:9](=[CH:10][N:11]=1)[N:8]([CH2:12][C:13]1[CH:14]=[N:15][N:16]([CH3:18])[CH:17]=1)[CH:7]=[C:6]([C:19]([O:21]CC)=[O:20])[C:5]2=[O:24].[CH2:25]([NH:27][C:28](=[O:48])[NH:29][C:30]1[N:35]=[CH:34][C:33](B(O)O)=[C:32]([C:39]2[S:40][CH:41]=[C:42]([C:44]([F:47])([F:46])[F:45])[N:43]=2)[CH:31]=1)[CH3:26].C(=O)([O-])[O-].[K+].[K+]. (6) Given the product [CH2:1]([NH:9][C:10]1[S:11][CH:14]=[C:15]([C:16]([OH:18])=[O:17])[N:12]=1)[CH2:2][C:3]1[CH:8]=[CH:7][CH:6]=[CH:5][CH:4]=1, predict the reactants needed to synthesize it. The reactants are: [CH2:1]([NH:9][C:10]([NH2:12])=[S:11])[CH2:2][C:3]1[CH:8]=[CH:7][CH:6]=[CH:5][CH:4]=1.Br[CH2:14][C:15](=O)[C:16]([OH:18])=[O:17]. (7) Given the product [Br-:13].[CH3:1][N+:2]1[CH:6]=[CH:5][N:4]([CH2:12][C:11]2[CH:14]=[CH:15][CH:16]=[C:9]([C:8]([F:7])([F:17])[F:18])[CH:10]=2)[CH:3]=1, predict the reactants needed to synthesize it. The reactants are: [CH3:1][N:2]1[CH:6]=[CH:5][N:4]=[CH:3]1.[F:7][C:8]([F:18])([F:17])[C:9]1[CH:10]=[C:11]([CH:14]=[CH:15][CH:16]=1)[CH2:12][Br:13].C(OCC)C. (8) Given the product [Cl:8][C:5]1[N:6]=[CH:7][C:2]([C:22]2[CH:31]=[CH:30][CH:29]=[C:28]3[C:23]=2[CH2:24][CH2:25][N:26]([C:32]([O:34][C:35]([CH3:38])([CH3:37])[CH3:36])=[O:33])[CH2:27]3)=[C:3]2[C:11]([CH3:12])=[C:10]([CH3:13])[NH:9][C:4]=12, predict the reactants needed to synthesize it. The reactants are: Br[C:2]1[CH:7]=[N:6][C:5]([Cl:8])=[C:4]2[NH:9][C:10]([CH3:13])=[C:11]([CH3:12])[C:3]=12.CC1(C)C(C)(C)OB([C:22]2[CH:31]=[CH:30][CH:29]=[C:28]3[C:23]=2[CH2:24][CH2:25][N:26]([C:32]([O:34][C:35]([CH3:38])([CH3:37])[CH3:36])=[O:33])[CH2:27]3)O1.P([O-])([O-])([O-])=O.[K+].[K+].[K+]. (9) Given the product [Cl:42][C:37]1[CH:36]=[C:35]([C@H:32]([NH:31][C:3]([C:2]2[CH:5]=[C:22]3[C:16](=[CH:17][CH:18]=2)[CH:29]=[N:27][C:28]([NH:6][CH:7]2[CH2:11][CH2:10][O:9][CH2:8]2)=[CH:24]3)=[O:4])[CH2:33][OH:34])[CH:40]=[CH:39][C:38]=1[F:41], predict the reactants needed to synthesize it. The reactants are: N[C@@H:2]([CH3:5])[CH2:3][OH:4].[NH2:6][CH:7]1[CH2:11][CH2:10][O:9][CH2:8]1.Cl.FC1C=[C:16]([C@@H:22]([C:24]2C=N[N:27]([CH3:29])[CH:28]=2)N)[CH:17]=[CH:18]C=1OC.Cl.[NH2:31][C@@H:32]([C:35]1[CH:40]=[CH:39][C:38]([F:41])=[C:37]([Cl:42])[CH:36]=1)[CH2:33][OH:34].